From a dataset of Experimentally validated miRNA-target interactions with 360,000+ pairs, plus equal number of negative samples. Binary Classification. Given a miRNA mature sequence and a target amino acid sequence, predict their likelihood of interaction. (1) The miRNA is hsa-miR-183-3p with sequence GUGAAUUACCGAAGGGCCAUAA. The protein sequence of the target gene is MAGPPALPPPETAAAATTAAAASSSAASPHYQEWILDTIDSLRSRKARPDLERICRMVRRRHGPEPERTRAELEKLIQQRAVLRVSYKGSISYRNAARVQPPRRGATPPAPPRAPRGAPAAAAAAAPPPTPAPPPPPAPVAAAAPARAPRAAAAAATAPPSPGPAQPGPRAQRAAPLAAPPPAPAAPPAVAPPAGPRRAPPPAVAAREPPLPPPPQPPAPPQQQQPPPPQPQPPPEGGAVRAGGAARPVSLREVVRYLGGSGGAGGRLTRGRVQGLLEEEAAARGRLERTRLGALALPRG.... Result: 0 (no interaction). (2) The miRNA is hsa-miR-150-5p with sequence UCUCCCAACCCUUGUACCAGUG. The protein sequence of the target gene is MNIMNTEQSQNTIVSRIKAFEGQTNTEIPGLPKKPEIIPRTIPPKPAVSSGKPLVAPKPAANRASGEWDTWAENRLKVTSREGLTPYSSPQEAGITPVTKPELPKKPTPGLTRSVNHETSGGRPMAESPDTGKKIPTPAPRPLLPKKSASTDAPPYPSIPPKLVSAPPRLSVASQAKAFRSLGEGLPSNPPVPAPQSKALGDIDLISFDDDVLPTSGSPAEEPTGSETVLDPFQLPTKTEATKERAVQPAPTRKPTVIRIPAKPGKCLHEEPQSPPPLPAEKPVGNTHSAVSGRPSHSDR.... Result: 0 (no interaction). (3) The miRNA is hsa-miR-4638-5p with sequence ACUCGGCUGCGGUGGACAAGU. The protein sequence of the target gene is MAADGVDERSPLLSASHSGNVTPTAPPYLQESSPRAELPPPYTAIASPGTSGIPVINCRVCQSLINLDGKLHQHVVKCTVCNEATPIKTPPTGKKYVRCPCNCLLICKDTSRRIGCPRPNCRRIINLGPVMLISEEQPAQPALPIQPEGTRVVCGHCGNTFLWMELRFNTLAKCPHCKKISSVGSALPRRRCCAYVTIGMICIFIAVGLTVGTQDFSRRFHATYVSWAIAYLLGLICLIRACYWGAIRVSYPEHGFA. Result: 0 (no interaction). (4) The miRNA is hsa-miR-6850-3p with sequence CCCGGCCGGAACGCCGCACU. The protein sequence of the target gene is MEATTAGVGRLEEEALRRKERLKALREKTGRKDKEDGEPKTKHLREEEEEGEKHRELRLRNYVPEDEDLKKRRVPQAKPVAVEEKVKEQLEAAKPEPVIEEVDLANLAPRKPDWDLKRDVAKKLEKLKKRTQRAIAELIRERLKGQEDSLASAVDAATEQKTCDSD. Result: 0 (no interaction).